This data is from Catalyst prediction with 721,799 reactions and 888 catalyst types from USPTO. The task is: Predict which catalyst facilitates the given reaction. (1) Reactant: [C:1]([CH2:3][CH:4]([OH:20])[CH2:5][N:6]1[CH2:12][CH2:11][CH2:10][N:9]([C:13]([O:15][C:16]([CH3:19])([CH3:18])[CH3:17])=[O:14])[CH2:8][CH2:7]1)#[N:2].C(N(CC)CC)C.[CH3:28][S:29](Cl)(=[O:31])=[O:30]. Product: [C:1]([CH2:3][CH:4]([O:20][S:29]([CH3:28])(=[O:31])=[O:30])[CH2:5][N:6]1[CH2:12][CH2:11][CH2:10][N:9]([C:13]([O:15][C:16]([CH3:17])([CH3:19])[CH3:18])=[O:14])[CH2:8][CH2:7]1)#[N:2]. The catalyst class is: 34. (2) Reactant: COC1C=C(CC(O)C)C=CC=1.[CH3:13][O:14][C:15]1[CH:16]=[C:17]2[C:22](=[CH:23][CH:24]=1)[C:21](=[O:25])[CH2:20][CH:19]([CH2:26][CH2:27][C:28]([F:31])([F:30])[F:29])[CH2:18]2.[Br:32]Br.C1CCN2C(=NCCC2)CC1. Product: [C:21]1(=[O:25])[C:22]2[C:17](=[CH:16][CH:15]=[CH:24][CH:23]=2)[CH2:18][CH2:19][CH2:20]1.[Br:32][C:20]1[C:19]([CH2:26][CH2:27][C:28]([F:30])([F:29])[F:31])=[CH:18][C:17]2[C:22](=[CH:23][CH:24]=[C:15]([O:14][CH3:13])[CH:16]=2)[C:21]=1[OH:25]. The catalyst class is: 23. (3) Reactant: [Br:1][C:2]1[CH:3]=[C:4]([C:9]([C:11]2[CH:16]=[C:15]([Br:17])[CH:14]=[C:13]([Br:18])[CH:12]=2)=[O:10])[CH:5]=[C:6]([Br:8])[CH:7]=1.Cl[CH2:20][CH2:21][OH:22].CC(C)([O-])C.[K+]. Product: [Br:1][C:2]1[CH:3]=[C:4]([C:9]2([C:11]3[CH:16]=[C:15]([Br:17])[CH:14]=[C:13]([Br:18])[CH:12]=3)[O:22][CH2:21][CH2:20][O:10]2)[CH:5]=[C:6]([Br:8])[CH:7]=1. The catalyst class is: 9. (4) Reactant: [CH:1]1([N:4]2[C:13]3[C:8](=[CH:9][C:10]([F:17])=[C:11](F)[C:12]=3[O:14][CH3:15])[C:7](=[O:18])[C:6]([C:19]([OH:21])=[O:20])=[CH:5]2)[CH2:3][CH2:2]1.[CH3:22][CH:23]1[CH2:28][NH:27][CH2:26][CH2:25][NH:24]1. Product: [CH3:22][CH:23]1[NH:24][CH2:25][CH2:26][N:27]([C:11]2[C:12]([O:14][CH3:15])=[C:13]3[N:4]([CH:1]4[CH2:3][CH2:2]4)[CH:5]=[C:6]([C:19]([OH:21])=[O:20])[C:7](=[O:18])[C:8]3=[CH:9][C:10]=2[F:17])[CH2:28]1. The catalyst class is: 16. (5) Reactant: [NH2:1][C:2]1[CH:7]=[CH:6][C:5]([S:8][C:9]2[S:13][C:12]([C:14]([O:16][CH2:17][CH3:18])=[O:15])=[CH:11][C:10]=2[N+:19]([O-:21])=[O:20])=[CH:4][CH:3]=1.[CH:22]1[C:34]2[CH:33]([CH2:35][O:36][C:37](Cl)=[O:38])[C:32]3[C:27](=[CH:28][CH:29]=[CH:30][CH:31]=3)[C:26]=2[CH:25]=[CH:24][CH:23]=1.N1C=CC=CC=1. Product: [CH:22]1[C:34]2[CH:33]([CH2:35][O:36][C:37]([NH:1][C:2]3[CH:3]=[CH:4][C:5]([S:8][C:9]4[S:13][C:12]([C:14]([O:16][CH2:17][CH3:18])=[O:15])=[CH:11][C:10]=4[N+:19]([O-:21])=[O:20])=[CH:6][CH:7]=3)=[O:38])[C:32]3[C:27](=[CH:28][CH:29]=[CH:30][CH:31]=3)[C:26]=2[CH:25]=[CH:24][CH:23]=1. The catalyst class is: 2.